The task is: Predict which catalyst facilitates the given reaction.. This data is from Catalyst prediction with 721,799 reactions and 888 catalyst types from USPTO. (1) The catalyst class is: 17. Reactant: [OH:1][C@H:2]1[O:21][C@H:20]([CH2:22][OH:23])[C@@H:7]([O:8][C@@H:9]2[O:17][C@H:16]([CH2:18][OH:19])[C@H:14]([OH:15])[C@H:12]([OH:13])[C@H:10]2[OH:11])[C@H:5]([OH:6])[C@H:3]1[OH:4].[C:24](Cl)(=[O:31])[C:25]1[CH:30]=[CH:29][CH:28]=[CH:27][CH:26]=1. Product: [C:24]([O:1][C@H:2]1[O:21][C@H:20]([CH2:22][O:23][C:24](=[O:31])[C:25]2[CH:30]=[CH:29][CH:28]=[CH:27][CH:26]=2)[C@@H:7]([O:8][C@@H:9]2[O:17][C@H:16]([CH2:18][O:19][C:24](=[O:31])[C:25]3[CH:30]=[CH:29][CH:28]=[CH:27][CH:26]=3)[C@H:14]([O:15][C:24](=[O:31])[C:25]3[CH:30]=[CH:29][CH:28]=[CH:27][CH:26]=3)[C@H:12]([O:13][C:24](=[O:31])[C:25]3[CH:30]=[CH:29][CH:28]=[CH:27][CH:26]=3)[C@H:10]2[O:11][C:24](=[O:31])[C:25]2[CH:30]=[CH:29][CH:28]=[CH:27][CH:26]=2)[C@H:5]([O:6][C:24](=[O:31])[C:25]2[CH:30]=[CH:29][CH:28]=[CH:27][CH:26]=2)[C@H:3]1[O:4][C:24](=[O:31])[C:25]1[CH:30]=[CH:29][CH:28]=[CH:27][CH:26]=1)(=[O:31])[C:25]1[CH:30]=[CH:29][CH:28]=[CH:27][CH:26]=1. (2) Reactant: [CH2:1]([O:8][C:9]1[C:17]([F:18])=[C:16]2[C:12]([CH2:13][N:14]([CH2:20][C@H:21]3[CH2:26][CH2:25][C@H:24]([CH2:27][OH:28])[CH2:23][CH2:22]3)[C:15]2=[O:19])=[CH:11][CH:10]=1)[C:2]1[CH:7]=[CH:6][CH:5]=[CH:4][CH:3]=1.O[C:30]1[CH:31]=[C:32]([CH:60]=[CH:61][CH:62]=1)[O:33][CH2:34][C@H:35]([NH:40][C:41]([C:54]1[CH:59]=[CH:58][CH:57]=[CH:56][CH:55]=1)([C:48]1[CH:53]=[CH:52][CH:51]=[CH:50][CH:49]=1)[C:42]1[CH:47]=[CH:46][CH:45]=[CH:44][CH:43]=1)[C:36]([O:38][CH3:39])=[O:37].C1C=CC(P(C2C=CC=CC=2)C2C=CC=CC=2)=CC=1.CCOC(/N=N/C(OCC)=O)=O.C1(C)C=CC=CC=1. Product: [CH3:39][O:38][C:36](=[O:37])[C@H:35]([CH2:34][O:33][C:32]1[CH:60]=[CH:61][CH:62]=[C:30]([O:28][CH2:27][C@H:24]2[CH2:25][CH2:26][C@H:21]([CH2:20][N:14]3[CH2:13][C:12]4[C:16](=[C:17]([F:18])[C:9]([O:8][CH2:1][C:2]5[CH:7]=[CH:6][CH:5]=[CH:4][CH:3]=5)=[CH:10][CH:11]=4)[C:15]3=[O:19])[CH2:22][CH2:23]2)[CH:31]=1)[NH:40][C:41]([C:42]1[CH:43]=[CH:44][CH:45]=[CH:46][CH:47]=1)([C:54]1[CH:59]=[CH:58][CH:57]=[CH:56][CH:55]=1)[C:48]1[CH:49]=[CH:50][CH:51]=[CH:52][CH:53]=1. The catalyst class is: 1. (3) Reactant: Cl[C:2]1[CH:3]=[CH:4][C:5]2[N:6]([C:8]([CH2:11][O:12][C:13]3[C:14]4[O:22][CH:21]=[CH:20][C:15]=4[CH:16]=[N:17][C:18]=3[NH2:19])=[N:9][N:10]=2)[N:7]=1.[CH3:23][N:24]1[CH:28]=[C:27](B2OC(C)(C)C(C)(C)O2)[CH:26]=[N:25]1.C(=O)([O-])[O-].[K+].[K+].O1CCOCC1. Product: [CH3:23][N:24]1[CH:28]=[C:27]([C:2]2[CH:3]=[CH:4][C:5]3[N:6]([C:8]([CH2:11][O:12][C:13]4[C:14]5[O:22][CH:21]=[CH:20][C:15]=5[CH:16]=[N:17][C:18]=4[NH2:19])=[N:9][N:10]=3)[N:7]=2)[CH:26]=[N:25]1. The catalyst class is: 103. (4) The catalyst class is: 1. Reactant: [CH:1]1([C@H:5]([NH:7][C:8]2[N:16]=[C:15]([C:17]([O:19]C)=[O:18])[N:14]=[C:13]3[C:9]=2[N:10]([CH2:31][C:32]2[CH:37]=[CH:36][C:35]([C:38]([F:41])([F:40])[F:39])=[CH:34][CH:33]=2)[C:11]([NH:21][C@@H:22]([C:24]2[CH:29]=[CH:28][C:27]([F:30])=[CH:26][CH:25]=2)[CH3:23])=[N:12]3)[CH3:6])[CH2:4][CH2:3][CH2:2]1.[Li+].[OH-]. Product: [CH:1]1([C@H:5]([NH:7][C:8]2[N:16]=[C:15]([C:17]([OH:19])=[O:18])[N:14]=[C:13]3[C:9]=2[N:10]([CH2:31][C:32]2[CH:37]=[CH:36][C:35]([C:38]([F:39])([F:40])[F:41])=[CH:34][CH:33]=2)[C:11]([NH:21][C@H:22]([C:24]2[CH:29]=[CH:28][C:27]([F:30])=[CH:26][CH:25]=2)[CH3:23])=[N:12]3)[CH3:6])[CH2:4][CH2:3][CH2:2]1. (5) The catalyst class is: 426. Product: [CH2:28]([O:30][C:31]([C:33]1([C:36]2[CH:37]=[CH:38][C:39]([C:42]3[CH:47]=[CH:46][C:45]([C:48]4[CH:49]=[N:50][N:51]([CH3:65])[C:52]=4[NH:53][C:54]([O:56][CH:57]([C:59]4[CH:60]=[CH:61][CH:62]=[CH:63][C:64]=4[Cl:66])[CH3:58])=[O:55])=[CH:44][CH:43]=3)=[CH:40][CH:41]=2)[CH2:35][CH2:34]1)=[O:32])[CH3:29]. Reactant: NC1N(C)N=CC=1C1C=CC(C2C=CC(C3(C(OCC)=O)CC3)=CC=2)=CC=1.[CH2:28]([O:30][C:31]([C:33]1([C:36]2[CH:41]=[CH:40][C:39]([C:42]3[CH:47]=[CH:46][C:45]([C:48]4[CH:49]=[N:50][N:51]([CH3:65])[C:52]=4[NH:53][C:54]([O:56][C@@H:57]([C:59]4[CH:64]=[CH:63][CH:62]=[CH:61][CH:60]=4)[CH3:58])=[O:55])=[CH:44][CH:43]=3)=[CH:38][CH:37]=2)[CH2:35][CH2:34]1)=[O:32])[CH3:29].[Cl:66]C(Cl)(OC(=O)OC(Cl)(Cl)Cl)Cl.ClC1C=CC=CC=1C(O)C. (6) Reactant: [Cl:1][C:2]1[C:7]([N+:8]([O-:10])=[O:9])=[CH:6][N:5]=[C:4]([OH:11])[CH:3]=1.C([O-])([O-])=O.[K+].[K+].I[CH:19]([CH3:21])[CH3:20].O. Product: [Cl:1][C:2]1[C:7]([N+:8]([O-:10])=[O:9])=[CH:6][N:5]=[C:4]([O:11][CH:19]([CH3:21])[CH3:20])[CH:3]=1. The catalyst class is: 16.